This data is from Reaction yield outcomes from USPTO patents with 853,638 reactions. The task is: Predict the reaction yield, written as a fraction of the theoretical maximum amount of product (1.0 means a 100% yield; for example, 0.34 means a 34% yield). (1) The reactants are C(OC([N:8]1[CH2:13][CH2:12][CH:11]([S:14][C:15]2[C:20]3[C:21]4[CH:35]=[C:34]([C:36]5[CH:37]=[N:38][N:39]([CH3:41])[CH:40]=5)[CH:33]=[N:32][C:22]=4[N:23](COCC[Si](C)(C)C)[C:19]=3[CH:18]=[N:17][C:16]=2[C:42]#[N:43])[CH2:10][CH2:9]1)=O)(C)(C)C.FC(F)(F)C(O)=O. The catalyst is ClCCl. The product is [CH3:41][N:39]1[CH:40]=[C:36]([C:34]2[CH:33]=[N:32][C:22]3[NH:23][C:19]4[CH:18]=[N:17][C:16]([C:42]#[N:43])=[C:15]([S:14][CH:11]5[CH2:12][CH2:13][NH:8][CH2:9][CH2:10]5)[C:20]=4[C:21]=3[CH:35]=2)[CH:37]=[N:38]1. The yield is 0.250. (2) The reactants are C([N-]C(C)C)(C)C.[Li+].[C:9]1([S:15]([N:18]2[C:22]3=[CH:23][N:24]=[CH:25][CH:26]=[C:21]3[CH:20]=[CH:19]2)(=[O:17])=[O:16])[CH:14]=[CH:13][CH:12]=[CH:11][CH:10]=1.CN(C)CCN(C)C.[CH:35](=[O:42])[C:36]1[CH:41]=[CH:40][CH:39]=[CH:38][CH:37]=1. The catalyst is C1COCC1.CCCCCCC.C1COCC1. The product is [C:36]1([CH:35]([C:19]2[N:18]([S:15]([C:9]3[CH:14]=[CH:13][CH:12]=[CH:11][CH:10]=3)(=[O:17])=[O:16])[C:22]3=[CH:23][N:24]=[CH:25][CH:26]=[C:21]3[CH:20]=2)[OH:42])[CH:41]=[CH:40][CH:39]=[CH:38][CH:37]=1. The yield is 0.370. (3) The reactants are [Cl:1][CH2:2][CH2:3][CH2:4][CH2:5][C:6]#[CH:7].C([Li])CCC.Cl[Si:14]([CH3:17])([CH3:16])[CH3:15]. The catalyst is CCOCC. The product is [Cl:1][CH2:2][CH2:3][CH2:4][CH2:5][C:6]#[C:7][Si:14]([CH3:17])([CH3:16])[CH3:15]. The yield is 0.930.